This data is from Catalyst prediction with 721,799 reactions and 888 catalyst types from USPTO. The task is: Predict which catalyst facilitates the given reaction. (1) Reactant: [NH2:1][C:2]1[CH:7]=[CH:6][C:5]([CH3:8])=[CH:4][CH:3]=1.[H-].[Na+].F[C:12]1[CH:17]=[CH:16][CH:15]=[CH:14][C:13]=1[N+:18]([O-:20])=[O:19]. Product: [CH3:8][C:5]1[CH:6]=[CH:7][C:2]([NH:1][C:12]2[CH:17]=[CH:16][CH:15]=[CH:14][C:13]=2[N+:18]([O-:20])=[O:19])=[CH:3][CH:4]=1. The catalyst class is: 3. (2) Reactant: [F:1][C:2]1[CH:19]=[CH:18][C:5](/[CH:6]=[N:7]/[C:8]2[CH:16]=[CH:15][CH:14]=[C:13]3[C:9]=2[CH2:10][O:11][C:12]3=[O:17])=[CH:4][CH:3]=1.[S:20]1[CH:24]=[CH:23][N:22]=[C:21]1[CH:25]=O.[O-:27][CH2:28][CH3:29].[Na+].C(O)C. Product: [F:1][C:2]1[CH:3]=[CH:4][C:5]([CH:6]2[CH:25]([C:21]3[S:20][CH:24]=[CH:23][N:22]=3)[C:28](=[O:27])[C:29]3[C:13]([C:12]([O:11][CH2:10][CH3:9])=[O:17])=[CH:14][CH:15]=[CH:16][C:8]=3[NH:7]2)=[CH:18][CH:19]=1. The catalyst class is: 567. (3) Reactant: [CH3:1]CCCCC.[H-].[Na+].[Br:9][C:10]1[CH:11]=[C:12]([CH:16]=[CH:17][C:18]=1[CH3:19])[C:13]([OH:15])=[O:14]. Product: [Br:9][C:10]1[CH:11]=[C:12]([CH:16]=[CH:17][C:18]=1[CH3:19])[C:13]([O:15][CH3:1])=[O:14]. The catalyst class is: 31. (4) Reactant: C([O:3][C:4](=[O:15])[CH2:5][CH:6]([C:8]1[CH:13]=[CH:12][CH:11]=[C:10]([F:14])[CH:9]=1)[CH3:7])C.[OH-].[Na+].C(OCC)C. Product: [F:14][C:10]1[CH:9]=[C:8]([CH:6]([CH3:7])[CH2:5][C:4]([OH:15])=[O:3])[CH:13]=[CH:12][CH:11]=1. The catalyst class is: 40. (5) Reactant: C(O[C:5](=[O:7])[CH3:6])(=O)C.[Cl:8][C:9]1[CH:10]=[C:11]([NH2:16])[CH:12]=[C:13]([NH2:15])[CH:14]=1. Product: [NH2:16][C:11]1[CH:12]=[C:13]([NH:15][C:5](=[O:7])[CH3:6])[CH:14]=[C:9]([Cl:8])[CH:10]=1. The catalyst class is: 377. (6) Reactant: I[C:2]1[C:10]2[C:5](=[N:6][CH:7]=[N:8][C:9]=2[NH2:11])[N:4](C2CCNCC2)[N:3]=1.CN1CCC(=O)CC1.C(O[BH-](OC(=O)C)OC(=O)C)(=O)C.[Na+].C(O)(=O)C.C(=O)(O)[O-].[Na+]. Product: [NH:4]1[C:5]2=[N:6][CH:7]=[N:8][C:9]([NH2:11])=[C:10]2[CH:2]=[N:3]1. The catalyst class is: 26. (7) Reactant: [NH2:1][C:2]1[CH:3]=[C:4]([NH:9][C:10](=[O:22])[C:11]2[CH:16]=[CH:15][CH:14]=[C:13]([C:17]([C:20]#[N:21])([CH3:19])[CH3:18])[CH:12]=2)[CH:5]=[CH:6][C:7]=1[CH3:8].Cl[C:24]1[N:29]=[C:28]([C:30]2[CH:31]=[N:32][CH:33]=[CH:34][CH:35]=2)[N:27]=[C:26]([NH:36][CH:37]2[CH2:39][CH2:38]2)[CH:25]=1. Product: [C:20]([C:17]([CH3:19])([CH3:18])[C:13]1[CH:12]=[C:11]([CH:16]=[CH:15][CH:14]=1)[C:10]([NH:9][C:4]1[CH:5]=[CH:6][C:7]([CH3:8])=[C:2]([NH:1][C:24]2[CH:25]=[C:26]([NH:36][CH:37]3[CH2:39][CH2:38]3)[N:27]=[C:28]([C:30]3[CH:31]=[N:32][CH:33]=[CH:34][CH:35]=3)[N:29]=2)[CH:3]=1)=[O:22])#[N:21]. The catalyst class is: 37.